Dataset: Catalyst prediction with 721,799 reactions and 888 catalyst types from USPTO. Task: Predict which catalyst facilitates the given reaction. (1) Reactant: [ClH:1].O1CCOCC1.[CH3:8][C:9]1[CH:10]=[CH:11][C:12]2[O:16][C:15]([N:17]3[CH2:22][CH2:21][N:20](C(OC(C)(C)C)=O)[CH2:19][CH:18]3[CH2:30][O:31][C:32]3[CH:33]=[N:34][CH:35]=[CH:36][CH:37]=3)=[N:14][C:13]=2[CH:38]=1. Product: [ClH:1].[CH3:8][C:9]1[CH:10]=[CH:11][C:12]2[O:16][C:15]([N:17]3[CH2:22][CH2:21][NH:20][CH2:19][CH:18]3[CH2:30][O:31][C:32]3[CH:33]=[N:34][CH:35]=[CH:36][CH:37]=3)=[N:14][C:13]=2[CH:38]=1. The catalyst class is: 5. (2) Reactant: [CH:1]1([CH2:6][C@H:7]([CH2:18][C:19]([O:21][C:22]([CH3:25])([CH3:24])[CH3:23])=[O:20])[C:8]([N:10]2[CH:14]([C:15](O)=[O:16])[CH2:13][CH:12]=[N:11]2)=[O:9])[CH2:5][CH2:4][CH2:3][CH2:2]1.COC1N=C(OC)N=C([N+]2(C)CCOCC2)N=1.CN1CCOCC1.[CH3:50][CH:51]([C:53]1[N:58]=[C:57]([NH2:59])[CH:56]=[CH:55][CH:54]=1)C. Product: [CH:1]1([CH2:6][C@@H:7]([C:8]([N:10]2[CH:14]([C:15]([NH:59][C:57]3[CH:56]=[CH:55][CH:54]=[C:53]([CH2:51][CH3:50])[N:58]=3)=[O:16])[CH2:13][CH:12]=[N:11]2)=[O:9])[CH2:18][C:19]([O:21][C:22]([CH3:23])([CH3:24])[CH3:25])=[O:20])[CH2:2][CH2:3][CH2:4][CH2:5]1. The catalyst class is: 10.